Dataset: Forward reaction prediction with 1.9M reactions from USPTO patents (1976-2016). Task: Predict the product of the given reaction. Given the reactants [C:1]([O:5][C:6]([N:8]1[CH2:12][CH2:11][CH2:10][C@H:9]1[CH2:13][NH:14][C:15]1[CH:20]=[CH:19][C:18](Cl)=[CH:17][C:16]=1[O:22][C:23]1[CH:28]=[CH:27][C:26]([O:29][CH3:30])=[CH:25][CH:24]=1)=[O:7])([CH3:4])([CH3:3])[CH3:2].[CH:31]([C:33]1[CH:38]=[CH:37][C:36]([O:39][CH3:40])=[CH:35][CH:34]=1)=[CH2:32].P(C(C)(C)C)(C(C)(C)C)C(C)(C)C.C([O-])([O-])=O.[Cs+].[Cs+], predict the reaction product. The product is: [C:1]([O:5][C:6]([N:8]1[CH2:12][CH2:11][CH2:10][C@H:9]1[CH2:13][NH:14][C:15]1[CH:20]=[CH:19][C:18](/[CH:32]=[CH:31]/[C:33]2[CH:38]=[CH:37][C:36]([O:39][CH3:40])=[CH:35][CH:34]=2)=[CH:17][C:16]=1[O:22][C:23]1[CH:28]=[CH:27][C:26]([O:29][CH3:30])=[CH:25][CH:24]=1)=[O:7])([CH3:4])([CH3:3])[CH3:2].